Dataset: Reaction yield outcomes from USPTO patents with 853,638 reactions. Task: Predict the reaction yield, written as a fraction of the theoretical maximum amount of product (1.0 means a 100% yield; for example, 0.34 means a 34% yield). (1) The reactants are [CH2:1]([C:5]1[CH:10]=[CH:9][C:8]([C:11]2[C:24]3[C:23]4[N:22]=[C:21]([CH3:25])[CH:20]=[CH:19][C:18]=4[C:17]([NH2:26])=[N:16][C:15]=3[CH:14]=[CH:13][CH:12]=2)=[CH:7][CH:6]=1)[CH:2]([CH3:4])[CH3:3].CNCCNC.C(=O)([O-])[O-].[Cs+].[Cs+].I[C:40]1[CH:45]=[CH:44][CH:43]=[CH:42][C:41]=1I. The catalyst is [Cu]I.O.CN1C(=O)CCC1. The product is [CH2:1]([C:5]1[CH:6]=[CH:7][C:8]([C:11]2[C:24]3[C:23]4[N:22]=[C:21]([CH3:25])[CH:20]=[CH:19][C:18]=4[C:17]4=[N:26][C:40]5[CH:45]=[CH:44][CH:43]=[CH:42][C:41]=5[N:16]4[C:15]=3[CH:14]=[CH:13][CH:12]=2)=[CH:9][CH:10]=1)[CH:2]([CH3:4])[CH3:3]. The yield is 0.320. (2) The reactants are [OH:1][C@@H:2]1[CH2:7][NH:6][C@H:5]([C:8]([O:10][C:11]([CH3:14])([CH3:13])[CH3:12])=[O:9])[CH2:4][CH2:3]1.C(N(CC)CC)C.[F:22][C:23]([F:34])([F:33])[C:24](O[C:24](=[O:25])[C:23]([F:34])([F:33])[F:22])=[O:25].O. The catalyst is O1CCCC1. The product is [OH:1][C@@H:2]1[CH2:7][N:6]([C:24](=[O:25])[C:23]([F:34])([F:33])[F:22])[C@H:5]([C:8]([O:10][C:11]([CH3:14])([CH3:13])[CH3:12])=[O:9])[CH2:4][CH2:3]1. The yield is 0.870. (3) The reactants are [CH3:1][O:2][C:3]1[C:8]2[N:9]=[C:10]([C:12]([OH:14])=O)[S:11][C:7]=2[C:6]([N:15]2[CH2:20][CH2:19][O:18][CH2:17][CH2:16]2)=[CH:5][CH:4]=1.C(N1C=CN=C1)(N1C=CN=C1)=O.Cl.[NH2:34][CH2:35][C:36](=[O:43])[CH2:37][C:38]1[S:39][CH:40]=[CH:41][CH:42]=1.C(N(CC)CC)C. The catalyst is CN(C=O)C.O. The product is [O:43]=[C:36]([CH2:37][C:38]1[S:39][CH:40]=[CH:41][CH:42]=1)[CH2:35][NH:34][C:12]([C:10]1[S:11][C:7]2[C:6]([N:15]3[CH2:20][CH2:19][O:18][CH2:17][CH2:16]3)=[CH:5][CH:4]=[C:3]([O:2][CH3:1])[C:8]=2[N:9]=1)=[O:14]. The yield is 0.180.